Dataset: Peptide-MHC class I binding affinity with 185,985 pairs from IEDB/IMGT. Task: Regression. Given a peptide amino acid sequence and an MHC pseudo amino acid sequence, predict their binding affinity value. This is MHC class I binding data. (1) The peptide sequence is KLWASQIY. The MHC is HLA-B42:01 with pseudo-sequence HLA-B42:01. The binding affinity (normalized) is 0.191. (2) The peptide sequence is ETSPGEIKPK. The MHC is HLA-A03:01 with pseudo-sequence HLA-A03:01. The binding affinity (normalized) is 0.0328. (3) The peptide sequence is LLPLTSLVIT. The MHC is HLA-A68:02 with pseudo-sequence HLA-A68:02. The binding affinity (normalized) is 0.325.